From a dataset of Reaction yield outcomes from USPTO patents with 853,638 reactions. Predict the reaction yield, written as a fraction of the theoretical maximum amount of product (1.0 means a 100% yield; for example, 0.34 means a 34% yield). (1) The reactants are [C:1]1([C:7]2[N:12]=[CH:11][C:10]([C:13]#[N:14])=[CH:9][N:8]=2)[CH:6]=[CH:5][CH:4]=[CH:3][CH:2]=1.[N-:15]=[N+:16]=[N-:17].[Na+].[Cl-].[NH4+].Cl. The catalyst is CN(C=O)C. The product is [C:1]1([C:7]2[N:12]=[CH:11][C:10]([C:13]3[NH:17][N:16]=[N:15][N:14]=3)=[CH:9][N:8]=2)[CH:2]=[CH:3][CH:4]=[CH:5][CH:6]=1. The yield is 0.500. (2) The reactants are C(OC(=O)[NH:7][CH2:8][C:9]1[C:10]([O:20]C)=[N:11][C:12]([CH3:19])=[CH:13][C:14]=1[O:15][CH:16]([F:18])[F:17])(C)(C)C. The catalyst is Cl. The product is [NH2:7][CH2:8][C:9]1[C:10](=[O:20])[NH:11][C:12]([CH3:19])=[CH:13][C:14]=1[O:15][CH:16]([F:17])[F:18]. The yield is 0.808. (3) The reactants are [Cl:1][C:2]1[CH:3]=[CH:4][C:5]([O:21][C:22]2[CH:27]=[C:26]([F:28])[C:25]([S:29](=[O:48])(=[O:47])[N:30](CC3C=CC(OC)=CC=3OC)[C:31]3[S:32][CH:33]=[CH:34][N:35]=3)=[CH:24][C:23]=2[Cl:49])=[C:6]([CH2:8][CH2:9][CH2:10][N:11]([C:16]([O:18][CH2:19][CH3:20])=[O:17])[CH2:12][C:13]([OH:15])=[O:14])[CH:7]=1.Cl.CCCCC. The catalyst is ClCCl.C(OCC)(=O)C. The product is [Cl:1][C:2]1[CH:3]=[CH:4][C:5]([O:21][C:22]2[CH:27]=[C:26]([F:28])[C:25]([S:29](=[O:47])(=[O:48])[NH:30][C:31]3[S:32][CH:33]=[CH:34][N:35]=3)=[CH:24][C:23]=2[Cl:49])=[C:6]([CH2:8][CH2:9][CH2:10][N:11]([C:16]([O:18][CH2:19][CH3:20])=[O:17])[CH2:12][C:13]([OH:15])=[O:14])[CH:7]=1. The yield is 0.100. (4) The reactants are [O:1]=[C:2]([NH:27][C:28]1[CH:29]=[CH:30][CH:31]=[C:32]2[C:37]=1[N:36]=[CH:35][CH:34]=[CH:33]2)[CH:3]([C:17]1[CH:26]=[CH:25][C:20]([C:21]([O:23][CH3:24])=[O:22])=[CH:19][CH:18]=1)[C:4](=[O:16])[NH:5][C:6]1[CH:7]=[CH:8][CH:9]=[C:10]2[C:15]=1[N:14]=[CH:13][CH:12]=[CH:11]2.[H-].[Na+].[B-](F)(F)(F)[F:41].[B-](F)(F)(F)F.C1[N+]2(CCl)CC[N+](F)(CC2)C1. The catalyst is C1COCC1. The product is [F:41][C:3]([C:17]1[CH:26]=[CH:25][C:20]([C:21]([O:23][CH3:24])=[O:22])=[CH:19][CH:18]=1)([C:4](=[O:16])[NH:5][C:6]1[CH:7]=[CH:8][CH:9]=[C:10]2[C:15]=1[N:14]=[CH:13][CH:12]=[CH:11]2)[C:2](=[O:1])[NH:27][C:28]1[CH:29]=[CH:30][CH:31]=[C:32]2[C:37]=1[N:36]=[CH:35][CH:34]=[CH:33]2. The yield is 0.820. (5) The reactants are C[O:2][C:3]1[CH:8]=[CH:7][C:6]([C:9]([CH3:13])([CH3:12])[C:10]#[N:11])=[CH:5][CH:4]=1.B(Br)(Br)Br. The catalyst is ClCCl. The product is [OH:2][C:3]1[CH:4]=[CH:5][C:6]([C:9]([CH3:13])([CH3:12])[C:10]#[N:11])=[CH:7][CH:8]=1. The yield is 0.890. (6) The catalyst is C(O)(C(F)(F)F)=O.O. The yield is 0.0500. The product is [NH2:37][C:33]1[N:32]=[CH:31][N:30]=[C:29]2[C:34]=1[N:35]=[CH:36][N:28]2[C@H:20]1[C@H:21]([OH:25])[C@H:22]([OH:23])[C@@H:18]([CH2:17][S:16][CH2:15][CH2:14][CH2:13][CH2:12][C:10]2[NH:9][C:8]3[CH:46]=[CH:47][C:5]([C:1]([CH3:4])([CH3:3])[CH3:2])=[CH:6][C:7]=3[N:11]=2)[O:19]1. The reactants are [C:1]([C:5]1[CH:47]=[CH:46][C:8]2[N:9](COCC[Si](C)(C)C)[C:10]([CH2:12][CH2:13][CH2:14][CH2:15][S:16][CH2:17][C@@H:18]3[C@H:22]4[O:23]C(C)(C)[O:25][C@H:21]4[C@H:20]([N:28]4[CH:36]=[N:35][C:34]5[C:29]4=[N:30][CH:31]=[N:32][C:33]=5[NH2:37])[O:19]3)=[N:11][C:7]=2[CH:6]=1)([CH3:4])([CH3:3])[CH3:2]. (7) The reactants are ICI.[CH2:4]([Zn]CC)C.[C:9]([O:12][CH2:13][C@@H:14]1[C@@H:19]([O:20][CH2:21][C:22]2[CH:27]=[CH:26][CH:25]=[CH:24][CH:23]=2)[C@H:18]([O:28][CH2:29][C:30]2[CH:35]=[CH:34][CH:33]=[CH:32][CH:31]=2)[C@@H:17]([O:36][CH2:37][C:38]2[CH:43]=[CH:42][CH:41]=[CH:40][CH:39]=2)[C@H:16]([C:44]2[CH:49]=[C:48]([CH2:50][C:51]3[CH:56]=[CH:55][C:54]([O:57][CH2:58][CH3:59])=[CH:53][CH:52]=3)[C:47]([Cl:60])=[CH:46][C:45]=2[O:61][CH2:62]/[CH:63]=[CH:64]\[CH2:65][OH:66])[O:15]1)(=[O:11])[CH3:10]. The catalyst is ClCCl. The product is [C:9]([O:12][CH2:13][C@@H:14]1[C@@H:19]([O:20][CH2:21][C:22]2[CH:27]=[CH:26][CH:25]=[CH:24][CH:23]=2)[C@H:18]([O:28][CH2:29][C:30]2[CH:31]=[CH:32][CH:33]=[CH:34][CH:35]=2)[C@@H:17]([O:36][CH2:37][C:38]2[CH:43]=[CH:42][CH:41]=[CH:40][CH:39]=2)[C@H:16]([C:44]2[CH:49]=[C:48]([CH2:50][C:51]3[CH:56]=[CH:55][C:54]([O:57][CH2:58][CH3:59])=[CH:53][CH:52]=3)[C:47]([Cl:60])=[CH:46][C:45]=2[O:61][CH2:62][CH:63]2[CH2:4][CH:64]2[CH2:65][OH:66])[O:15]1)(=[O:11])[CH3:10]. The yield is 1.00. (8) The reactants are [F:1][C:2]1([F:31])[O:6][C:5]2[CH:7]=[CH:8][C:9]([S:11]([N:14]3[CH2:19][CH2:18][CH:17]([NH:20][C:21]4[C:26]([N+:27]([O-])=O)=[CH:25][CH:24]=[C:23]([CH3:30])[N:22]=4)[CH2:16][CH2:15]3)(=[O:13])=[O:12])=[CH:10][C:4]=2[O:3]1.[NH4+].[Cl-]. The catalyst is CCO.O.[Fe]. The product is [F:31][C:2]1([F:1])[O:6][C:5]2[CH:7]=[CH:8][C:9]([S:11]([N:14]3[CH2:15][CH2:16][CH:17]([NH:20][C:21]4[C:26]([NH2:27])=[CH:25][CH:24]=[C:23]([CH3:30])[N:22]=4)[CH2:18][CH2:19]3)(=[O:13])=[O:12])=[CH:10][C:4]=2[O:3]1. The yield is 0.640. (9) The reactants are [C:1]([O:5][C:6]([N:8]1[CH2:12][CH2:11][C@@H:10]([OH:13])[C@H:9]1[C:14]([OH:16])=O)=[O:7])([CH3:4])([CH3:3])[CH3:2].CCN(C(C)C)C(C)C.CN(C(ON1N=NC2C=CC=NC1=2)=[N+](C)C)C.F[P-](F)(F)(F)(F)F.Cl.[NH2:51][CH2:52][C:53]1[CH:61]=[C:60]([C:62]2[CH:63]=[N:64][C:65]([C:68]([F:71])([F:70])[F:69])=[N:66][CH:67]=2)[CH:59]=[CH:58][C:54]=1[C:55]([NH2:57])=[O:56]. The catalyst is CN(C=O)C.C(OCC)(=O)C. The product is [C:55]([C:54]1[CH:58]=[CH:59][C:60]([C:62]2[CH:63]=[N:64][C:65]([C:68]([F:69])([F:70])[F:71])=[N:66][CH:67]=2)=[CH:61][C:53]=1[CH2:52][NH:51][C:14]([C@@H:9]1[C@H:10]([OH:13])[CH2:11][CH2:12][N:8]1[C:6]([O:5][C:1]([CH3:2])([CH3:3])[CH3:4])=[O:7])=[O:16])(=[O:56])[NH2:57]. The yield is 0.630. (10) The catalyst is C(OCC)(=O)C.CCCCCC. The product is [CH3:21][C:3]1([CH3:22])[CH:2]([C:23]2[CH:24]=[CH:25][CH:26]=[CH:27][CH:28]=2)[C:6]2[CH:7]=[C:8]([NH:13][C:14](=[O:20])[CH2:15][C:16]([CH3:19])([CH3:18])[CH3:17])[C:9]([CH3:12])=[C:10]([CH3:11])[C:5]=2[O:4]1. The reactants are O[C:2]1([C:23]2[CH:28]=[CH:27][CH:26]=[CH:25][CH:24]=2)[C:6]2[CH:7]=[C:8]([NH:13][C:14](=[O:20])[CH2:15][C:16]([CH3:19])([CH3:18])[CH3:17])[C:9]([CH3:12])=[C:10]([CH3:11])[C:5]=2[O:4][C:3]1([CH3:22])[CH3:21]. The yield is 0.820.